Dataset: NCI-60 drug combinations with 297,098 pairs across 59 cell lines. Task: Regression. Given two drug SMILES strings and cell line genomic features, predict the synergy score measuring deviation from expected non-interaction effect. (1) Drug 1: CCC1(CC2CC(C3=C(CCN(C2)C1)C4=CC=CC=C4N3)(C5=C(C=C6C(=C5)C78CCN9C7C(C=CC9)(C(C(C8N6C=O)(C(=O)OC)O)OC(=O)C)CC)OC)C(=O)OC)O.OS(=O)(=O)O. Drug 2: C1CCC(C(C1)N)N.C(=O)(C(=O)[O-])[O-].[Pt+4]. Cell line: SF-539. Synergy scores: CSS=21.1, Synergy_ZIP=-5.47, Synergy_Bliss=2.86, Synergy_Loewe=2.69, Synergy_HSA=4.22. (2) Drug 1: CN(C)C1=NC(=NC(=N1)N(C)C)N(C)C. Drug 2: CC1=C2C(C(=O)C3(C(CC4C(C3C(C(C2(C)C)(CC1OC(=O)C(C(C5=CC=CC=C5)NC(=O)OC(C)(C)C)O)O)OC(=O)C6=CC=CC=C6)(CO4)OC(=O)C)O)C)O. Cell line: OVCAR-8. Synergy scores: CSS=41.0, Synergy_ZIP=1.90, Synergy_Bliss=3.20, Synergy_Loewe=-48.0, Synergy_HSA=-0.988. (3) Drug 1: CN(C)C1=NC(=NC(=N1)N(C)C)N(C)C. Drug 2: CC1CCC2CC(C(=CC=CC=CC(CC(C(=O)C(C(C(=CC(C(=O)CC(OC(=O)C3CCCCN3C(=O)C(=O)C1(O2)O)C(C)CC4CCC(C(C4)OC)OCCO)C)C)O)OC)C)C)C)OC. Cell line: HT29. Synergy scores: CSS=16.7, Synergy_ZIP=2.94, Synergy_Bliss=8.77, Synergy_Loewe=-13.4, Synergy_HSA=3.35. (4) Drug 1: C1=NC2=C(N=C(N=C2N1C3C(C(C(O3)CO)O)O)F)N. Drug 2: CC(C)CN1C=NC2=C1C3=CC=CC=C3N=C2N. Cell line: MOLT-4. Synergy scores: CSS=67.2, Synergy_ZIP=0.229, Synergy_Bliss=-0.590, Synergy_Loewe=-0.730, Synergy_HSA=-1.00.